Dataset: Full USPTO retrosynthesis dataset with 1.9M reactions from patents (1976-2016). Task: Predict the reactants needed to synthesize the given product. (1) Given the product [CH2:13]([O:20][C:21](=[O:40])[NH:22][C@H:23]1[CH2:28][CH2:27][CH2:26][C@H:25]([N:29]([C:30]([O:31][CH2:32][C:33]2[CH:34]=[CH:35][CH:36]=[CH:37][CH:38]=2)=[O:39])[C:2]2[N:11]=[C:10]([CH3:12])[C:9]3[C:4](=[CH:5][CH:6]=[CH:7][CH:8]=3)[N:3]=2)[CH2:24]1)[C:14]1[CH:19]=[CH:18][CH:17]=[CH:16][CH:15]=1, predict the reactants needed to synthesize it. The reactants are: Cl[C:2]1[N:11]=[C:10]([CH3:12])[C:9]2[C:4](=[CH:5][CH:6]=[CH:7][CH:8]=2)[N:3]=1.[CH2:13]([O:20][C:21](=[O:40])[NH:22][C@H:23]1[CH2:28][CH2:27][CH2:26][C@H:25]([NH:29][C:30](=[O:39])[O:31][CH2:32][C:33]2[CH:38]=[CH:37][CH:36]=[CH:35][CH:34]=2)[CH2:24]1)[C:14]1[CH:19]=[CH:18][CH:17]=[CH:16][CH:15]=1.C([O-])([O-])=O.[Cs+].[Cs+].C1C=CC(P(C2C(C3C(P(C4C=CC=CC=4)C4C=CC=CC=4)=CC=C4C=3C=CC=C4)=C3C(C=CC=C3)=CC=2)C2C=CC=CC=2)=CC=1. (2) Given the product [Si:21]([O:16][C@H:12]1[CH2:13][CH2:14][CH2:15][N:10]([C:9]2[CH:8]=[CH:7][N:6]=[CH:5][C:4]=2[N+:1]([O-:3])=[O:2])[CH2:11]1)([C:18]([CH3:20])([CH3:19])[CH3:17])([CH3:23])[CH3:22], predict the reactants needed to synthesize it. The reactants are: [N+:1]([C:4]1[CH:5]=[N:6][CH:7]=[CH:8][C:9]=1[N:10]1[CH2:15][CH2:14][CH2:13][C@H:12]([OH:16])[CH2:11]1)([O-:3])=[O:2].[CH3:17][C:18]([Si:21](Cl)([CH3:23])[CH3:22])([CH3:20])[CH3:19].N1C=CN=C1. (3) Given the product [N+:8]([C:7]1[CH:6]=[CH:5][CH:4]=[C:3]2[C:2]=1[CH:1]=[N:12][NH:11]2)([O-:10])=[O:9], predict the reactants needed to synthesize it. The reactants are: [CH3:1][C:2]1[C:7]([N+:8]([O-:10])=[O:9])=[CH:6][CH:5]=[CH:4][C:3]=1[NH2:11].[N:12]([O-])=O.[Na+]. (4) Given the product [CH2:32]([N:35]([CH:36]1[CH2:41][CH2:40][CH2:39][CH2:38][CH2:37]1)[C:19](=[O:20])[C:18]1[C:22]([CH3:25])=[CH:23][N:24]=[C:16]([N:13]2[CH2:14][CH2:15][N:10]([CH2:9][CH2:8][CH:7]([C:1]3[CH:2]=[CH:3][CH:4]=[CH:5][CH:6]=3)[C:26]3[CH:31]=[CH:30][CH:29]=[CH:28][CH:27]=3)[CH2:11][CH2:12]2)[CH:17]=1)[CH:33]=[CH2:34], predict the reactants needed to synthesize it. The reactants are: [C:1]1([CH:7]([C:26]2[CH:31]=[CH:30][CH:29]=[CH:28][CH:27]=2)[CH2:8][CH2:9][N:10]2[CH2:15][CH2:14][N:13]([C:16]3[CH:17]=[C:18]([C:22]([CH3:25])=[CH:23][N:24]=3)[C:19](O)=[O:20])[CH2:12][CH2:11]2)[CH:6]=[CH:5][CH:4]=[CH:3][CH:2]=1.[CH2:32]([NH:35][CH:36]1[CH2:41][CH2:40][CH2:39][CH2:38][CH2:37]1)[CH:33]=[CH2:34]. (5) Given the product [NH2:41][C:42]1[CH:43]=[CH:44][C:45]([C:29]2[CH:30]=[CH:31][C:26]([C:9]3[N:8]([C:5]4[CH:4]=[CH:3][C:2]([Cl:1])=[CH:7][CH:6]=4)[C:13](=[O:14])[C:12]4[CH:15]=[N:16][N:17]([C:18]5[CH:19]=[C:20]([CH:23]=[CH:24][CH:25]=5)[C:21]#[N:22])[C:11]=4[N:10]=3)=[CH:27][CH:28]=2)=[N:46][CH:47]=1, predict the reactants needed to synthesize it. The reactants are: [Cl:1][C:2]1[CH:7]=[CH:6][C:5]([N:8]2[C:13](=[O:14])[C:12]3[CH:15]=[N:16][N:17]([C:18]4[CH:19]=[C:20]([CH:23]=[CH:24][CH:25]=4)[C:21]#[N:22])[C:11]=3[N:10]=[C:9]2[C:26]2[CH:31]=[CH:30][C:29](B3OC(C)(C)C(C)(C)O3)=[CH:28][CH:27]=2)=[CH:4][CH:3]=1.[NH2:41][C:42]1[CH:43]=[CH:44][C:45](Br)=[N:46][CH:47]=1.C(=O)([O-])[O-].[Cs+].[Cs+]. (6) Given the product [Br:1][C:2]1[CH:3]=[C:4]2[C:9](=[CH:10][CH:11]=1)[CH:8]=[C:7]([C:18](=[O:19])[CH2:17][Cl:16])[CH:6]=[CH:5]2, predict the reactants needed to synthesize it. The reactants are: [Br:1][C:2]1[CH:11]=[CH:10][C:9]2[C:4](=[CH:5][CH:6]=[CH:7][CH:8]=2)[CH:3]=1.[Al+3].[Cl-].[Cl-].[Cl-].[Cl:16][CH2:17][C:18](Cl)=[O:19]. (7) Given the product [CH:23]1([NH:22][C:20](=[O:21])[NH:19][C@@H:16]2[C@H:13]3[O:14][CH2:15][C@H:11]([O:10][C:7]4[CH:6]=[CH:5][C:4]([C:3]([OH:29])=[O:2])=[CH:9][CH:8]=4)[C@H:12]3[O:18][CH2:17]2)[CH2:24][CH2:25][CH2:26][CH2:27][CH2:28]1, predict the reactants needed to synthesize it. The reactants are: C[O:2][C:3](=[O:29])[C:4]1[CH:9]=[CH:8][C:7]([O:10][C@H:11]2[CH2:15][O:14][C@@H:13]3[C@@H:16]([NH:19][C:20]([NH:22][CH:23]4[CH2:28][CH2:27][CH2:26][CH2:25][CH2:24]4)=[O:21])[CH2:17][O:18][C@H:12]23)=[CH:6][CH:5]=1.[OH-].[K+].Cl.